Dataset: Reaction yield outcomes from USPTO patents with 853,638 reactions. Task: Predict the reaction yield, written as a fraction of the theoretical maximum amount of product (1.0 means a 100% yield; for example, 0.34 means a 34% yield). (1) The reactants are [CH2:1]([O:8][C:9]1[CH:17]=[CH:16][C:12]([C:13](O)=[O:14])=[CH:11][CH:10]=1)[CH2:2][CH2:3][CH2:4][CH2:5][CH2:6][CH3:7].C(N1C=CN=C1)(N1C=CN=C1)=O.O.[NH2:31][NH2:32]. The catalyst is C1COCC1. The product is [CH2:1]([O:8][C:9]1[CH:17]=[CH:16][C:12]([C:13]([NH:31][NH2:32])=[O:14])=[CH:11][CH:10]=1)[CH2:2][CH2:3][CH2:4][CH2:5][CH2:6][CH3:7]. The yield is 0.710. (2) The reactants are [C:1]1([C:7]2[N:11]=[C:10]([N:12]3[CH2:17][CH2:16][NH:15][CH2:14][CH2:13]3)[S:9][N:8]=2)[CH:6]=[CH:5][CH:4]=[CH:3][CH:2]=1.C(N(CC)CC)C.[N:25]([C:28]1[CH:37]=[CH:36][C:31]2[O:32][CH2:33][CH2:34][O:35][C:30]=2[CH:29]=1)=[C:26]=[O:27]. The catalyst is O1CCCC1. The product is [O:32]1[C:31]2[CH:36]=[CH:37][C:28]([NH:25][C:26]([N:15]3[CH2:16][CH2:17][N:12]([C:10]4[S:9][N:8]=[C:7]([C:1]5[CH:2]=[CH:3][CH:4]=[CH:5][CH:6]=5)[N:11]=4)[CH2:13][CH2:14]3)=[O:27])=[CH:29][C:30]=2[O:35][CH2:34][CH2:33]1. The yield is 0.469.